From a dataset of CYP3A4 inhibition data for predicting drug metabolism from PubChem BioAssay. Regression/Classification. Given a drug SMILES string, predict its absorption, distribution, metabolism, or excretion properties. Task type varies by dataset: regression for continuous measurements (e.g., permeability, clearance, half-life) or binary classification for categorical outcomes (e.g., BBB penetration, CYP inhibition). Dataset: cyp3a4_veith. (1) The compound is CCN1C(=O)[C@H]2CC[C@H]3/C(=N\O[C@@H]4O[C@H](COC(C)=O)[C@@H](OC(C)=O)[C@H](OC(C)=O)[C@H]4OC(C)=O)C[C@@H](O)[C@@H](O)[C@@H]3[C@@H]2C1=O. The result is 0 (non-inhibitor). (2) The result is 1 (inhibitor). The drug is Cc1nnc(SCCCn2c(N3CCN(c4ccccc4)CC3)nc3c2c(=O)[nH]c(=O)n3C)s1. (3) The drug is CS(=O)(=O)N1CCN(c2ccc(C(=O)NC3C4CC5CC(C4)CC3C5)cc2[N+](=O)[O-])CC1. The result is 0 (non-inhibitor). (4) The drug is Cc1noc(C)c1-c1cc(NCc2cccnc2)ncn1. The result is 1 (inhibitor). (5) The drug is CC(C)(C)NC(=O)Cn1cnc([N+](=O)[O-])n1. The result is 0 (non-inhibitor). (6) The compound is CCNC(=O)c1ccc(-n2nc(C)cc2-c2ccccc2)cc1. The result is 0 (non-inhibitor).